This data is from Retrosynthesis with 50K atom-mapped reactions and 10 reaction types from USPTO. The task is: Predict the reactants needed to synthesize the given product. (1) Given the product N#Cc1ccc(S(=O)(=O)N2CCCCC2)cc1, predict the reactants needed to synthesize it. The reactants are: C1CCNCC1.N#Cc1ccc(S(=O)(=O)Cl)cc1. (2) Given the product N#C[C@H](CCc1ccccc1)NC(=O)C(F)(F)CCCc1ccccc1, predict the reactants needed to synthesize it. The reactants are: N#C[C@@H](N)CCc1ccccc1.O=C(O)C(F)(F)CCCc1ccccc1.